Dataset: Reaction yield outcomes from USPTO patents with 853,638 reactions. Task: Predict the reaction yield, written as a fraction of the theoretical maximum amount of product (1.0 means a 100% yield; for example, 0.34 means a 34% yield). (1) The reactants are C(OC([N:8]1[CH2:13][CH2:12][N:11]([C:14]2[CH:15]=[N:16][C:17]([NH:20][C:21]3[N:22]=[CH:23][C:24]4[CH:30]=[C:29]([NH:31]C(OC(C)(C)C)=O)[C:28](=[O:39])[N:27]([CH:40]5[CH2:44][CH2:43][CH2:42][CH2:41]5)[C:25]=4[N:26]=3)=[CH:18][CH:19]=2)[CH2:10][CH2:9]1)=O)(C)(C)C.C(Cl)(Cl)[Cl:46].CO. No catalyst specified. The product is [ClH:46].[NH2:31][C:29]1[C:28](=[O:39])[N:27]([CH:40]2[CH2:44][CH2:43][CH2:42][CH2:41]2)[C:25]2[N:26]=[C:21]([NH:20][C:17]3[CH:18]=[CH:19][C:14]([N:11]4[CH2:12][CH2:13][NH:8][CH2:9][CH2:10]4)=[CH:15][N:16]=3)[N:22]=[CH:23][C:24]=2[CH:30]=1. The yield is 1.00. (2) The reactants are [F:1][C:2]1[CH:41]=[CH:40][C:39]([F:42])=[CH:38][C:3]=1[CH2:4][N:5]1[CH:9]=[C:8]([C:10]2[C:18]3[C:13](=[N:14][CH:15]=[C:16]([C:19]4[CH:20]=[C:21]([N:25]5[CH2:30][CH2:29][N:28](C(OC(C)(C)C)=O)[CH2:27][CH2:26]5)[CH:22]=[CH:23][CH:24]=4)[CH:17]=3)[NH:12][CH:11]=2)[CH:7]=[N:6]1.Cl.CCOCC. The catalyst is CO.C(Cl)(Cl)Cl. The product is [F:1][C:2]1[CH:41]=[CH:40][C:39]([F:42])=[CH:38][C:3]=1[CH2:4][N:5]1[CH:9]=[C:8]([C:10]2[C:18]3[C:13](=[N:14][CH:15]=[C:16]([C:19]4[CH:24]=[CH:23][CH:22]=[C:21]([N:25]5[CH2:26][CH2:27][NH:28][CH2:29][CH2:30]5)[CH:20]=4)[CH:17]=3)[NH:12][CH:11]=2)[CH:7]=[N:6]1. The yield is 0.0975. (3) The reactants are COC(C1C=C(O)C2C(=C(OCC3C=CC=CC=3)C=C(C#CCOCC3C=CC=CC=3)C=2)N=1)=O.C([O:42][C:43]([C:45]1[CH:54]=[C:53]([O:55]CC2C=CC=CC=2)[C:52]2[C:47](=[C:48]([C:63]#[C:64][CH2:65][CH2:66][CH2:67][CH3:68])[CH:49]=[CH:50][CH:51]=2)[N:46]=1)=[O:44])C1C=CC=CC=1. No catalyst specified. The product is [CH2:63]([C:48]1[CH:49]=[CH:50][CH:51]=[C:52]2[C:47]=1[N:46]=[C:45]([C:43]([OH:44])=[O:42])[CH:54]=[C:53]2[OH:55])[CH2:64][CH2:65][CH2:66][CH2:67][CH3:68]. The yield is 0.700. (4) The reactants are C([O:3][C:4]([C:6]1[C:7]([C:12]2[CH:17]=[CH:16][C:15]([CH3:18])=[CH:14][CH:13]=2)=[N:8][O:9][C:10]=1[CH3:11])=O)C.C(OC(C1C(C2C=C(C)C=CC=2)=NOC=1C)=O)C. No catalyst specified. The product is [CH3:11][C:10]1[O:9][N:8]=[C:7]([C:12]2[CH:17]=[CH:16][C:15]([CH3:18])=[CH:14][CH:13]=2)[C:6]=1[CH2:4][OH:3]. The yield is 0.380.